Dataset: Experimentally validated miRNA-target interactions with 360,000+ pairs, plus equal number of negative samples. Task: Binary Classification. Given a miRNA mature sequence and a target amino acid sequence, predict their likelihood of interaction. (1) The miRNA is hsa-miR-1178-3p with sequence UUGCUCACUGUUCUUCCCUAG. The protein sequence of the target gene is MGDGDSPMCLSAVSFKGIRCWLDKLLLWALTISITLQNAAVDCTRVENNELPSPNLNSSMNVVRMGQNVSLSCSTKNTSVDITYSLFWGTKYLESKRRRGGAVDFHLRISNANESGPYKCKVNVSNLMKYSQDFNFTMAKDESCPSCRLSLLLPGLLLGILVIVLVLAYLIHLKYKKGKKTQREDQSKGSGDAPAQDELYVNACKTQTEQPQEIHYATPVFKEMAPMEEEGGTDGKADYIYSELTH. Result: 0 (no interaction). (2) The miRNA is hsa-miR-548ba with sequence AAAGGUAACUGUGAUUUUUGCU. The protein sequence of the target gene is MSDQDHSMDEVTAVKIEKGVGGNNGGSGNGGGAAFSQTRSSSTGSSSSSGGGGGQESQPSPLALLAATCSRIESPNENSNNSQGPSQSGGTGELDLTATQLSQGANGWQIISSSSGATPTSKEQSGNSTNGSNGSESSKNRTVSGGQYVVAATPNLQNQQVLTGLPGVMPNIQYQVIPQFQTVDGQQLQFAATGAQVQQDGSGQIQIIPGANQQIITNRGSGGNIIAAMPNLLQQAVPLQGLANNVLSGQTQYVTNVPVALNGNITLLPVNSVSAATLTPSSQAGTISSSGSQESGSQPV.... Result: 0 (no interaction).